Dataset: Full USPTO retrosynthesis dataset with 1.9M reactions from patents (1976-2016). Task: Predict the reactants needed to synthesize the given product. (1) Given the product [CH:10]1([CH2:13][O:14][C:15]2[CH:16]=[C:17]([CH2:26][N:27]3[C:35]4[C:30](=[CH:31][CH:32]=[CH:33][CH:34]=4)[C:29]([CH2:36][C:37]4[CH:42]=[CH:41][CH:40]=[C:39]([C:43]([F:45])([F:46])[F:44])[CH:38]=4)=[C:28]3[C:47]([O:49][CH2:50][CH3:51])=[O:48])[CH:18]=[C:19]([OH:21])[CH:20]=2)[CH2:12][CH2:11]1, predict the reactants needed to synthesize it. The reactants are: N1C2C(=CC=CC=2)C=C1.[CH:10]1([CH2:13][O:14][C:15]2[CH:16]=[C:17]([CH2:26][N:27]3[C:35]4[C:30](=[CH:31][CH:32]=[CH:33][CH:34]=4)[C:29]([CH2:36][C:37]4[CH:42]=[CH:41][CH:40]=[C:39]([C:43]([F:46])([F:45])[F:44])[CH:38]=4)=[C:28]3[C:47]([O:49][CH2:50][CH3:51])=[O:48])[CH:18]=[C:19]([O:21]S(C)(=O)=O)[CH:20]=2)[CH2:12][CH2:11]1.CCCC[N+](CCCC)(CCCC)CCCC.[F-]. (2) The reactants are: [CH2:1](Br)[C:2]#[CH:3].[C:5]([O:9][C:10](=[O:13])[NH:11][OH:12])([CH3:8])([CH3:7])[CH3:6].C1CCN2C(=NCCC2)CC1. Given the product [CH2:1]([O:12][NH:11][C:10](=[O:13])[O:9][C:5]([CH3:8])([CH3:7])[CH3:6])[C:2]#[CH:3], predict the reactants needed to synthesize it.